Dataset: Catalyst prediction with 721,799 reactions and 888 catalyst types from USPTO. Task: Predict which catalyst facilitates the given reaction. Product: [CH2:20]([C:15]1[N:16]=[C:17]([NH2:19])[C:18]2[NH:10][C:11]([CH3:36])=[C:12]([CH2:24][CH2:25][CH2:26][CH2:27][CH2:28][CH2:29][N:30]3[CH2:31][CH2:32][CH2:33][CH2:34][CH2:35]3)[C:13]=2[N:14]=1)[CH2:21][CH2:22][CH3:23]. Reactant: C(OC[N:10]1[C:18]2[C:17]([NH2:19])=[N:16][C:15]([CH2:20][CH2:21][CH2:22][CH3:23])=[N:14][C:13]=2[C:12]([C:24]#[C:25][CH2:26][CH2:27][CH2:28][CH2:29][N:30]2[CH2:35][CH2:34][CH2:33][CH2:32][CH2:31]2)=[C:11]1[CH3:36])C1C=CC=CC=1.[H][H]. The catalyst class is: 19.